From a dataset of Full USPTO retrosynthesis dataset with 1.9M reactions from patents (1976-2016). Predict the reactants needed to synthesize the given product. (1) Given the product [CH3:62][O:61][C:54]1[CH:55]=[C:56]([O:59][CH3:60])[CH:57]=[CH:58][C:53]=1[CH2:52][N:46]1[CH2:47][C:48]2[C:44](=[CH:43][C:42]([NH:41][CH2:40][C:39]3[CH:63]=[CH:64][C:65]([O:67][CH3:68])=[CH:66][C:38]=3[O:37][CH3:36])=[C:50]([NH:51][C:14]([C:13]3[N:12]([CH3:17])[N:11]=[C:10]([C:18]4[CH:19]=[CH:20][C:21]([C:24]5[CH:29]=[CH:28][C:27]([C:30]([NH:31][CH3:32])=[O:33])=[N:26][CH:25]=5)=[CH:22][CH:23]=4)[C:9]=3[O:8][CH2:7][C:6]3[CH:34]=[CH:35][C:3]([O:2][CH3:1])=[CH:4][CH:5]=3)=[O:16])[CH:49]=2)[CH2:45]1, predict the reactants needed to synthesize it. The reactants are: [CH3:1][O:2][C:3]1[CH:35]=[CH:34][C:6]([CH2:7][O:8][C:9]2[C:10]([C:18]3[CH:23]=[CH:22][C:21]([C:24]4[CH:25]=[N:26][C:27]([C:30](=[O:33])[NH:31][CH3:32])=[CH:28][CH:29]=4)=[CH:20][CH:19]=3)=[N:11][N:12]([CH3:17])[C:13]=2[C:14]([OH:16])=O)=[CH:5][CH:4]=1.[CH3:36][O:37][C:38]1[CH:66]=[C:65]([O:67][CH3:68])[CH:64]=[CH:63][C:39]=1[CH2:40][NH:41][C:42]1[CH:43]=[C:44]2[C:48](=[CH:49][C:50]=1[NH2:51])[CH2:47][N:46]([CH2:52][C:53]1[CH:58]=[CH:57][C:56]([O:59][CH3:60])=[CH:55][C:54]=1[O:61][CH3:62])[CH2:45]2.CN(C(ON1N=NC2C=CC=NC1=2)=[N+](C)C)C.F[P-](F)(F)(F)(F)F.C(N(C(C)C)CC)(C)C. (2) The reactants are: [N+:1]([C:4]1[CH:19]=[CH:18][C:7]([O:8][C:9]2[CH:14]=[CH:13][N:12]=[C:11]3[NH:15][CH:16]=[CH:17][C:10]=23)=[CH:6][CH:5]=1)([O-])=O.[Cl-].[NH4+].CN(C)C=O.C(O)C. Given the product [NH:15]1[C:11]2=[N:12][CH:13]=[CH:14][C:9]([O:8][C:7]3[CH:18]=[CH:19][C:4]([NH2:1])=[CH:5][CH:6]=3)=[C:10]2[CH:17]=[CH:16]1, predict the reactants needed to synthesize it. (3) Given the product [Cl:15][C:2]1[CH:10]=[CH:9][C:8]2[C:4](=[CH:5][NH:6][N:7]=2)[CH:3]=1, predict the reactants needed to synthesize it. The reactants are: N[C:2]1[CH:3]=[C:4]2[C:8](=[CH:9][CH:10]=1)[NH:7][N:6]=[CH:5]2.N([O-])=O.[Na+].[ClH:15]. (4) Given the product [OH:5][CH:3]([CH2:2][CH2:1][O:9][CH3:10])[C:12]([NH:17][C:18]1[CH:23]=[CH:22][C:21]([CH3:24])=[CH:20][N:19]=1)=[O:13], predict the reactants needed to synthesize it. The reactants are: [C:1]([O:9][CH2:10]C)(=O)[CH2:2][C:3]([O:5]CC)=O.[CH3:12][O:13]CCBr.[NH2:17][C:18]1[CH:23]=[CH:22][C:21]([CH3:24])=[CH:20][N:19]=1. (5) Given the product [F:26][C:27]([F:46])([F:45])[S:28]([O:10][C:9]1[C:4]2[CH2:3][N:2]([CH3:1])[CH2:25][CH2:24][C:5]=2[N:6]=[C:7]([NH:11][C:12]2[CH:13]=[CH:14][C:15]([N:18]3[CH:22]=[CH:21][N:20]=[C:19]3[CH3:23])=[CH:16][CH:17]=2)[N:8]=1)(=[O:30])=[O:29], predict the reactants needed to synthesize it. The reactants are: [CH3:1][N:2]1[CH2:25][CH2:24][C:5]2[N:6]=[C:7]([NH:11][C:12]3[CH:17]=[CH:16][C:15]([N:18]4[CH:22]=[CH:21][N:20]=[C:19]4[CH3:23])=[CH:14][CH:13]=3)[N:8]=[C:9]([OH:10])[C:4]=2[CH2:3]1.[F:26][C:27]([F:46])([F:45])[S:28](N(C1C=CC=CC=1)[S:28]([C:27]([F:46])([F:45])[F:26])(=[O:30])=[O:29])(=[O:30])=[O:29].N12CCCN=C1CCCCC2. (6) The reactants are: [Br:1][C:2]1[CH:3]=[C:4]([CH:21]=[C:22]([CH2:24][OH:25])[CH:23]=1)[CH2:5][O:6][C:7]1[CH:12]=[CH:11][CH:10]=[CH:9][C:8]=1[CH2:13][C:14]([O:16][C:17]([CH3:20])([CH3:19])[CH3:18])=[O:15]. Given the product [Br:1][C:2]1[CH:3]=[C:4]([CH:21]=[C:22]([CH:24]=[O:25])[CH:23]=1)[CH2:5][O:6][C:7]1[CH:12]=[CH:11][CH:10]=[CH:9][C:8]=1[CH2:13][C:14]([O:16][C:17]([CH3:20])([CH3:19])[CH3:18])=[O:15], predict the reactants needed to synthesize it. (7) Given the product [CH2:1]([O:8][C:9]1[CH:14]=[CH:13][C:12]([C:15]2[O:16][C:17]3[N:18]=[C:19]([C:28]#[C:27][C@@H:26]([NH:29][C:30](=[O:36])[O:31][C:32]([CH3:35])([CH3:34])[CH3:33])[CH3:25])[N:20]=[CH:21][C:22]=3[N:23]=2)=[CH:11][CH:10]=1)[C:2]1[CH:7]=[CH:6][CH:5]=[CH:4][CH:3]=1, predict the reactants needed to synthesize it. The reactants are: [CH2:1]([O:8][C:9]1[CH:14]=[CH:13][C:12]([C:15]2[O:16][C:17]3[N:18]=[C:19](Cl)[N:20]=[CH:21][C:22]=3[N:23]=2)=[CH:11][CH:10]=1)[C:2]1[CH:7]=[CH:6][CH:5]=[CH:4][CH:3]=1.[CH3:25][C@H:26]([NH:29][C:30](=[O:36])[O:31][C:32]([CH3:35])([CH3:34])[CH3:33])[C:27]#[CH:28].C(N(CC)CC)C.CN(C=O)C.